This data is from TCR-epitope binding with 47,182 pairs between 192 epitopes and 23,139 TCRs. The task is: Binary Classification. Given a T-cell receptor sequence (or CDR3 region) and an epitope sequence, predict whether binding occurs between them. (1) The epitope is KLPDDFTGCV. The TCR CDR3 sequence is CASSYGEGNEQFF. Result: 0 (the TCR does not bind to the epitope). (2) The epitope is FADDLNQLTGY. The TCR CDR3 sequence is CASSQEDSGSYNEQFF. Result: 0 (the TCR does not bind to the epitope). (3) The epitope is ALSKGVHFV. The TCR CDR3 sequence is CASSLAGGVDIYDEQFF. Result: 1 (the TCR binds to the epitope). (4) The epitope is LPPAYTNSF. The TCR CDR3 sequence is CASSLGLNEQYF. Result: 0 (the TCR does not bind to the epitope). (5) The epitope is KLWAQCVQL. The TCR CDR3 sequence is CASSPGEISYNEQFF. Result: 1 (the TCR binds to the epitope). (6) The epitope is LLMPILTLT. The TCR CDR3 sequence is CASSITGLGYEQYF. Result: 1 (the TCR binds to the epitope). (7) The TCR CDR3 sequence is CASSFTGGPYGYTF. The epitope is MPASWVMRI. Result: 0 (the TCR does not bind to the epitope).